Dataset: Catalyst prediction with 721,799 reactions and 888 catalyst types from USPTO. Task: Predict which catalyst facilitates the given reaction. Product: [CH3:24][O:25][C:26]1[CH:31]=[C:30]([O:32][CH3:33])[N:29]=[C:28]([N:34]2[CH2:35][CH2:36][N:37]([CH2:12][CH2:13][CH2:14][C:15]3[C:23]4[C:18](=[CH:19][CH:20]=[CH:21][CH:22]=4)[NH:17][CH:16]=3)[CH2:38][CH2:39]2)[N:27]=1. The catalyst class is: 10. Reactant: CC1C=CC(S(O[CH2:12][CH2:13][CH2:14][C:15]2[C:23]3[C:18](=[CH:19][CH:20]=[CH:21][CH:22]=3)[NH:17][CH:16]=2)(=O)=O)=CC=1.[CH3:24][O:25][C:26]1[CH:31]=[C:30]([O:32][CH3:33])[N:29]=[C:28]([N:34]2[CH2:39][CH2:38][NH:37][CH2:36][CH2:35]2)[N:27]=1.C(=O)([O-])[O-].[K+].[K+].[I-].[K+].